Dataset: Catalyst prediction with 721,799 reactions and 888 catalyst types from USPTO. Task: Predict which catalyst facilitates the given reaction. (1) Reactant: [I:1][C:2]1[CH:11]=[C:10]2[C:5]([CH:6]=[CH:7][C:8]([CH3:12])=[N:9]2)=[CH:4][CH:3]=1.ClC1C=CC=C(C(OO)=[O:21])C=1. Product: [I:1][C:2]1[CH:11]=[C:10]2[C:5]([CH:6]=[CH:7][C:8]([CH3:12])=[N+:9]2[O-:21])=[CH:4][CH:3]=1. The catalyst class is: 452. (2) Reactant: [BH4-].[Li+].[Br:3][C:4]1[CH:9]=[CH:8][C:7]([N:10]2[C:15]3=[N:16][C:17]4[C:18](=[C:19]([C:24](OC)=[O:25])[CH:20]=[CH:21][C:22]=4[Cl:23])[N:14]3[CH2:13][CH2:12][CH2:11]2)=[C:6]([CH3:28])[CH:5]=1. Product: [Cl:23][C:22]1[C:17]2[N:16]=[C:15]3[N:10]([C:7]4[CH:8]=[CH:9][C:4]([Br:3])=[CH:5][C:6]=4[CH3:28])[CH2:11][CH2:12][CH2:13][N:14]3[C:18]=2[C:19]([CH2:24][OH:25])=[CH:20][CH:21]=1. The catalyst class is: 7. (3) Reactant: CC1(C)O[C:6](=[O:8])[C:5](=[CH:9][NH:10][C:11]2[CH:16]=[CH:15][N:14]=[CH:13][CH:12]=2)C(=O)O1.CCCCCC. Product: [N:10]1[C:11]2[C:12](=[CH:13][N:14]=[CH:15][CH:16]=2)[C:6]([OH:8])=[CH:5][CH:9]=1. The catalyst class is: 400. (4) Reactant: [CH3:1][C:2]1[C:3](/[C:7](=[N:14]\[O:15][CH2:16][C:17]2[N:22]=[C:21]([NH2:23])[CH:20]=[CH:19][CH:18]=2)/[C:8]2[CH:13]=[CH:12][CH:11]=[CH:10][CH:9]=2)=[N:4][S:5][N:6]=1.[C:24](O[C:24]([O:26][C:27]([CH3:30])([CH3:29])[CH3:28])=[O:25])([O:26][C:27]([CH3:30])([CH3:29])[CH3:28])=[O:25]. Product: [CH3:1][C:2]1[C:3]([C:7](=[N:14][O:15][CH2:16][C:17]2[N:22]=[C:21]([NH:23][C:24](=[O:25])[O:26][C:27]([CH3:30])([CH3:29])[CH3:28])[CH:20]=[CH:19][CH:18]=2)[C:8]2[CH:9]=[CH:10][CH:11]=[CH:12][CH:13]=2)=[N:4][S:5][N:6]=1. The catalyst class is: 527.